Dataset: Forward reaction prediction with 1.9M reactions from USPTO patents (1976-2016). Task: Predict the product of the given reaction. (1) Given the reactants [CH3:1][O:2][C:3]1[CH:4]=[C:5]([CH:8]=[CH:9][C:10]=1[O:11][CH3:12])[CH:6]=[CH2:7].C([SiH](CC)CC)C.C(OCC)C, predict the reaction product. The product is: [CH3:1][O:2][C:3]1[CH:4]=[C:5]([CH2:6][CH3:7])[CH:8]=[CH:9][C:10]=1[O:11][CH3:12]. (2) Given the reactants [F:1][C:2]1[CH:8]=[CH:7][CH:6]=[CH:5][C:3]=1[NH2:4].C(N(CC)C(C)C)(C)C.CN(C1C=CC=CN=1)C.[C:27]1([O:33][C:34]2[CH:39]=[CH:38][CH:37]=[CH:36][C:35]=2[CH2:40][N:41]2[CH:45]=[CH:44][C:43]([C:46](Cl)=[O:47])=[N:42]2)[CH:32]=[CH:31][CH:30]=[CH:29][CH:28]=1, predict the reaction product. The product is: [F:1][C:2]1[CH:8]=[CH:7][CH:6]=[CH:5][C:3]=1[NH:4][C:46]([C:43]1[CH:44]=[CH:45][N:41]([CH2:40][C:35]2[CH:36]=[CH:37][CH:38]=[CH:39][C:34]=2[O:33][C:27]2[CH:32]=[CH:31][CH:30]=[CH:29][CH:28]=2)[N:42]=1)=[O:47]. (3) Given the reactants ClC1C=CC2SC=C(CN3CCN(C4SC(C(O)=O)=C(C)N=4)C3=O)C=2C=1.[N:27]1[S:28][N:29]=[C:30]2[CH:35]=[C:34]([CH2:36][N:37]3[CH2:41][CH2:40][N:39]([C:42]4[S:43][C:44]([C:48]([OH:50])=O)=[C:45]([CH3:47])[N:46]=4)[C:38]3=[O:51])[CH:33]=[CH:32][C:31]=12.[NH2:52][CH2:53][C:54]1[CH:55]=[N:56][CH:57]=[CH:58][CH:59]=1, predict the reaction product. The product is: [N:27]1[S:28][N:29]=[C:30]2[CH:35]=[C:34]([CH2:36][N:37]3[CH2:41][CH2:40][N:39]([C:42]4[S:43][C:44]([C:48]([NH:52][CH2:53][C:54]5[CH:55]=[N:56][CH:57]=[CH:58][CH:59]=5)=[O:50])=[C:45]([CH3:47])[N:46]=4)[C:38]3=[O:51])[CH:33]=[CH:32][C:31]=12. (4) Given the reactants [CH3:1][C:2]1([CH3:10])[O:7][C:6](=[O:8])[CH2:5][C:4](=[O:9])[O:3]1.[CH3:11][O:12][CH2:13][CH2:14][CH2:15][CH2:16][C:17](Cl)=[O:18], predict the reaction product. The product is: [CH3:11][O:12][CH2:13][CH2:14][CH2:15][CH2:16][C:17]([CH:5]1[C:6](=[O:8])[O:7][C:2]([CH3:10])([CH3:1])[O:3][C:4]1=[O:9])=[O:18]. (5) Given the reactants [CH2:1]([O:8][CH2:9][CH2:10][CH2:11][C:12]1[N:17]=[C:16]([SH:18])[N:15]=[C:14]([OH:19])[CH:13]=1)[C:2]1[CH:7]=[CH:6][CH:5]=[CH:4][CH:3]=1.[OH-].[K+].[CH3:22]I, predict the reaction product. The product is: [CH2:1]([O:8][CH2:9][CH2:10][CH2:11][C:12]1[N:17]=[C:16]([S:18][CH3:22])[N:15]=[C:14]([OH:19])[CH:13]=1)[C:2]1[CH:7]=[CH:6][CH:5]=[CH:4][CH:3]=1. (6) Given the reactants [CH2:1]1[C@H:13]2[C@H:4]([N:5]([CH2:14][C:15]#[N:16])[C:6]3[CH:7]=[CH:8][CH:9]=[CH:10][C:11]=3[CH2:12]2)[CH2:3][CH2:2]1.[H][H].C([OH:21])C, predict the reaction product. The product is: [OH-:21].[NH4+:5].[CH2:1]1[C@@H:13]2[C@H:4]([N:5]([CH2:14][CH2:15][NH2:16])[C:6]3[CH:7]=[CH:8][CH:9]=[CH:10][C:11]=3[CH2:12]2)[CH2:3][CH2:2]1. (7) Given the reactants Cl.[CH2:2]([O:9][C:10]1[CH:19]=[CH:18][CH:17]=[C:16]2[C:11]=1[CH2:12][CH2:13][CH2:14][CH:15]2[C:20]([N:22]([C:29]1[CH:30]=[N:31][C:32]([CH:35]([CH3:37])[CH3:36])=[CH:33][CH:34]=1)[CH2:23][C:24]1[CH:25]=[N:26][NH:27][CH:28]=1)=[O:21])[C:3]1[CH:8]=[CH:7][CH:6]=[CH:5][CH:4]=1.[CH2:38](Br)[CH:39]([CH3:41])[CH3:40], predict the reaction product. The product is: [CH2:2]([O:9][C:10]1[CH:19]=[CH:18][CH:17]=[C:16]2[C:11]=1[CH2:12][CH2:13][CH2:14][CH:15]2[C:20]([N:22]([C:29]1[CH:30]=[N:31][C:32]([CH:35]([CH3:37])[CH3:36])=[CH:33][CH:34]=1)[CH2:23][C:24]1[CH:25]=[N:26][N:27]([CH2:38][CH:39]([CH3:41])[CH3:40])[CH:28]=1)=[O:21])[C:3]1[CH:8]=[CH:7][CH:6]=[CH:5][CH:4]=1. (8) Given the reactants [F:1][C:2]1[CH:7]=[CH:6][C:5]([C:8]2[C:16]3[C:11](=[CH:12][CH:13]=[C:14]([N+:17]([O-])=O)[CH:15]=3)[N:10](COCCOC)[N:9]=2)=[CH:4][CH:3]=1.[CH:26](=O)[CH3:27], predict the reaction product. The product is: [CH2:26]([NH:17][C:14]1[CH:15]=[C:16]2[C:11](=[CH:12][CH:13]=1)[NH:10][N:9]=[C:8]2[C:5]1[CH:4]=[CH:3][C:2]([F:1])=[CH:7][CH:6]=1)[CH3:27]. (9) Given the reactants [Br:1][C:2]1[C:7]([C:8]2[C:13]([F:14])=[CH:12][C:11](F)=[CH:10][C:9]=2[F:16])=[C:6]([NH:17][C@@H:18]([CH3:23])[C:19]([F:22])([F:21])[F:20])[N:5]2[N:24]=[CH:25][N:26]=[C:4]2[N:3]=1.[CH3:27][N:28]([CH3:33])[CH2:29][CH2:30][CH2:31][OH:32].[H-].[Na+].O, predict the reaction product. The product is: [Br:1][C:2]1[C:7]([C:8]2[C:13]([F:14])=[CH:12][C:11]([O:32][CH2:31][CH2:30][CH2:29][N:28]([CH3:33])[CH3:27])=[CH:10][C:9]=2[F:16])=[C:6]([NH:17][C@@H:18]([CH3:23])[C:19]([F:22])([F:20])[F:21])[N:5]2[N:24]=[CH:25][N:26]=[C:4]2[N:3]=1. (10) Given the reactants [CH3:1][N:2]1[CH2:7][CH2:6][N:5]([S:8]([C:11]2[CH:12]=[C:13]3[C:17](=[CH:18][CH:19]=2)[NH:16][CH2:15][CH2:14]3)(=[O:10])=[O:9])[CH2:4][CH2:3]1, predict the reaction product. The product is: [CH3:1][N:2]1[CH2:7][CH2:6][N:5]([S:8]([C:11]2[CH:12]=[C:13]3[C:17](=[CH:18][CH:19]=2)[NH:16][CH:15]=[CH:14]3)(=[O:10])=[O:9])[CH2:4][CH2:3]1.